The task is: Predict the reaction yield, written as a fraction of the theoretical maximum amount of product (1.0 means a 100% yield; for example, 0.34 means a 34% yield).. This data is from Reaction yield outcomes from USPTO patents with 853,638 reactions. (1) The catalyst is ClCCl. The yield is 0.850. The reactants are [OH:1][CH2:2][CH2:3][CH2:4][CH2:5][CH2:6][C:7]([O:9][CH2:10][CH3:11])=[O:8].C(N(CC)CC)C.[CH3:19][S:20](Cl)(=[O:22])=[O:21]. The product is [CH3:19][S:20]([O:1][CH2:2][CH2:3][CH2:4][CH2:5][CH2:6][C:7]([O:9][CH2:10][CH3:11])=[O:8])(=[O:22])=[O:21]. (2) The reactants are [NH2:1][C:2]1[CH:9]=[C:8]([O:10][CH2:11][C:12]2[CH:17]=[CH:16][CH:15]=[CH:14][CH:13]=2)[C:7]([O:18][CH3:19])=[CH:6][C:3]=1[C:4]#[N:5].CO[CH:22](OC)[N:23]([CH3:25])[CH3:24]. The catalyst is C1(C)C=CC=CC=1. The product is [CH2:11]([O:10][C:8]1[C:7]([O:18][CH3:19])=[CH:6][C:3]([C:4]#[N:5])=[C:2]([N:1]=[CH:22][N:23]([CH3:25])[CH3:24])[CH:9]=1)[C:12]1[CH:13]=[CH:14][CH:15]=[CH:16][CH:17]=1. The yield is 0.900. (3) The reactants are [Br:1][C:2]1[CH:7]=[C:6]([N+:8]([O-])=O)[CH:5]=[CH:4][C:3]=1[C:11]([CH3:16])([CH2:14][OH:15])[CH2:12]O.C(C=P(CCCC)(CCCC)CCCC)#N.O.O.[Sn](Cl)Cl. The catalyst is C1C=CC=CC=1. The product is [Br:1][C:2]1[CH:7]=[C:6]([CH:5]=[CH:4][C:3]=1[C:11]1([CH3:16])[CH2:14][O:15][CH2:12]1)[NH2:8]. The yield is 0.320. (4) The reactants are Br[C:2]1[CH:3]=[C:4]([N:22]([CH:26]2[CH2:31][CH2:30][O:29][CH2:28][CH2:27]2)[C:23](=[O:25])[CH3:24])[C:5]([CH3:21])=[C:6]([CH:20]=1)[C:7]([NH:9][CH2:10][C:11]1[C:12](=[O:19])[NH:13][C:14]([CH3:18])=[CH:15][C:16]=1[CH3:17])=[O:8].[O:32]1[CH2:37][CH2:36][N:35]([CH2:38][C:39]2[CH:44]=[CH:43][C:42](B(O)O)=[CH:41][CH:40]=2)[CH2:34][CH2:33]1.C(=O)([O-])[O-].[Na+].[Na+]. The catalyst is O1CCOCC1.O.CO.C(Cl)Cl. The product is [CH3:17][C:16]1[CH:15]=[C:14]([CH3:18])[NH:13][C:12](=[O:19])[C:11]=1[CH2:10][NH:9][C:7]([C:6]1[CH:20]=[C:2]([C:42]2[CH:41]=[CH:40][C:39]([CH2:38][N:35]3[CH2:36][CH2:37][O:32][CH2:33][CH2:34]3)=[CH:44][CH:43]=2)[CH:3]=[C:4]([N:22]([CH:26]2[CH2:31][CH2:30][O:29][CH2:28][CH2:27]2)[C:23](=[O:25])[CH3:24])[C:5]=1[CH3:21])=[O:8]. The yield is 0.230.